From a dataset of Catalyst prediction with 721,799 reactions and 888 catalyst types from USPTO. Predict which catalyst facilitates the given reaction. (1) Product: [Br:1][C:2]1[CH:3]=[C:4]2[C:9](=[CH:10][CH:11]=1)[C:8]([N:12]([C:13]([O:15][C:16]([CH3:19])([CH3:18])[CH3:17])=[O:14])[C:13]([O:15][C:16]([CH3:19])([CH3:18])[CH3:17])=[O:14])=[N:7][N:6]=[CH:5]2. Reactant: [Br:1][C:2]1[CH:3]=[C:4]2[C:9](=[CH:10][CH:11]=1)[C:8]([NH2:12])=[N:7][N:6]=[CH:5]2.[C:13](O[C:13]([O:15][C:16]([CH3:19])([CH3:18])[CH3:17])=[O:14])([O:15][C:16]([CH3:19])([CH3:18])[CH3:17])=[O:14]. The catalyst class is: 594. (2) Reactant: Cl[CH2:2][C:3](Cl)=[O:4].[Al+3].[Cl-].[Cl-].[Cl-].[C:10]1([CH:17]=[CH:16][CH:15]=[C:13](O)[CH:12]=1)[OH:11]. Product: [O:11]1[C:10]2[CH:17]=[CH:16][CH:15]=[CH:13][C:12]=2[CH2:2][C:3]1=[O:4]. The catalyst class is: 641. (3) Reactant: [C:1]([O:5][C:6](=[O:35])[C:7]([S:10][C:11]1[S:12][CH:13]=[C:14]([CH2:16][CH2:17][N:18]([CH2:27][C:28]2[CH:33]=[CH:32][C:31]([NH2:34])=[CH:30][CH:29]=2)[C:19]2[N:24]=[CH:23][C:22]([CH2:25][CH3:26])=[CH:21][N:20]=2)[N:15]=1)([CH3:9])[CH3:8])([CH3:4])([CH3:3])[CH3:2].[C:36](O)(=O)[CH3:37].[C:40](=O)([O-])O.[Na+]. Product: [C:1]([O:5][C:6](=[O:35])[C:7]([S:10][C:11]1[S:12][CH:13]=[C:14]([CH2:16][CH2:17][N:18]([C:19]2[N:24]=[CH:23][C:22]([CH2:25][CH3:26])=[CH:21][N:20]=2)[CH2:27][C:28]2[CH:29]=[CH:30][C:31]([NH:34][CH2:40][CH2:36][CH3:37])=[CH:32][CH:33]=2)[N:15]=1)([CH3:8])[CH3:9])([CH3:2])([CH3:3])[CH3:4]. The catalyst class is: 68. (4) Reactant: C(O[C:4]([C:6]1[C:7](=[O:25])[C:8]2[CH:22]=[N:21][C:20]([S:23][CH3:24])=[N:19][C:9]=2[N:10]2[C:18]=1[S:17][C:16]1[CH:15]=[CH:14][CH:13]=[CH:12][C:11]2=1)=[O:5])C.[N:26]1(CCN)[CH2:30][CH2:29][CH2:28][CH2:27]1.[Al+3].[Cl-].[Cl-].[Cl-].[C:38]([CH:41]([CH:43](C([O-])=O)O)O)([O-])=O.[K+].[Na+]. Product: [CH:28]1([CH2:29][CH2:30][NH:26][C:4]([C:6]2[C:7](=[O:25])[C:8]3[CH:22]=[N:21][C:20]([S:23][CH3:24])=[N:19][C:9]=3[N:10]3[C:18]=2[S:17][C:16]2[CH:15]=[CH:14][CH:13]=[CH:12][C:11]3=2)=[O:5])[CH2:27][CH2:43][CH2:41][CH2:38]1. The catalyst class is: 797. (5) Reactant: Cl.CN(C)CCCN=C=NCC.O.ON1C2C=CC=CC=2N=N1.[CH3:24][O:25][C:26](=[O:32])[CH2:27][CH2:28][C:29]([OH:31])=O.[NH2:33][C:34]1[CH:35]=[C:36]([N:40]2[CH2:45][CH2:44][N:43]([C:46]([C:48]3[N:49]([C:54]4[CH:59]=[CH:58][CH:57]=[CH:56][CH:55]=4)[N:50]=[C:51]([CH3:53])[CH:52]=3)=[O:47])[CH2:42][CH2:41]2)[CH:37]=[CH:38][CH:39]=1. Product: [CH3:53][C:51]1[CH:52]=[C:48]([C:46]([N:43]2[CH2:42][CH2:41][N:40]([C:36]3[CH:35]=[C:34]([NH:33][C:29](=[O:31])[CH2:28][CH2:27][C:26]([O:25][CH3:24])=[O:32])[CH:39]=[CH:38][CH:37]=3)[CH2:45][CH2:44]2)=[O:47])[N:49]([C:54]2[CH:55]=[CH:56][CH:57]=[CH:58][CH:59]=2)[N:50]=1. The catalyst class is: 46. (6) Reactant: [CH3:1][O:2][C:3]1[CH:4]=[C:5]([C:9]2[CH:10]=[N:11][C:12]([N:16]3[CH2:21][CH2:20][O:19][CH2:18][CH2:17]3)=[CH:13][C:14]=2[NH2:15])[CH:6]=[N:7][CH:8]=1.Cl[C:23]1[C:32]2[C:27](=[CH:28][CH:29]=[CH:30][C:31]=2[F:33])[N:26]=[C:25]([C:34]2[CH:39]=[CH:38][CH:37]=[CH:36][N:35]=2)[C:24]=1[CH3:40].C1(P(C2CCCCC2)C2C=CC=CC=2C2C(C(C)C)=CC(C(C)C)=CC=2C(C)C)CCCCC1.CC(C)([O-])C.[Na+]. Product: [F:33][C:31]1[CH:30]=[CH:29][CH:28]=[C:27]2[C:32]=1[C:23]([NH:15][C:14]1[CH:13]=[C:12]([N:16]3[CH2:21][CH2:20][O:19][CH2:18][CH2:17]3)[N:11]=[CH:10][C:9]=1[C:5]1[CH:6]=[N:7][CH:8]=[C:3]([O:2][CH3:1])[CH:4]=1)=[C:24]([CH3:40])[C:25]([C:34]1[CH:39]=[CH:38][CH:37]=[CH:36][N:35]=1)=[N:26]2. The catalyst class is: 491.